From a dataset of Forward reaction prediction with 1.9M reactions from USPTO patents (1976-2016). Predict the product of the given reaction. (1) Given the reactants [Cl:1][C:2]1[CH:7]=[C:6]([C:8]([F:11])([F:10])[F:9])[CH:5]=[C:4]([Cl:12])[C:3]=1[N:13]1[C:17](C=O)=[C:16]([S:20][C:21]([F:24])([F:23])[F:22])[C:15]([C:25]#[N:26])=[N:14]1.Cl.[NH2:28][OH:29].[C:30](=[O:33])([O-])[O-].[Na+].[Na+], predict the reaction product. The product is: [Cl:1][C:2]1[CH:7]=[C:6]([C:8]([F:11])([F:9])[F:10])[CH:5]=[C:4]([Cl:12])[C:3]=1[N:13]1[C:17]([CH:30]=[O:33])=[C:16]([S:20][C:21]([F:22])([F:24])[F:23])[C:15]([C:25](=[NH:26])[NH:28][OH:29])=[N:14]1. (2) Given the reactants [CH:1]1([N:6]2[C:14]3[CH:13]=[C:12]([C:15]([CH3:17])=[CH2:16])[CH:11]=[C:10]([C:18]([NH:20][CH2:21][C:22]4[C:23](=[O:30])[NH:24][C:25]([CH3:29])=[CH:26][C:27]=4[CH3:28])=[O:19])[C:9]=3[CH:8]=[N:7]2)[CH2:5][CH2:4][CH2:3][CH2:2]1, predict the reaction product. The product is: [CH:1]1([N:6]2[C:14]3[CH:13]=[C:12]([CH:15]([CH3:16])[CH3:17])[CH:11]=[C:10]([C:18]([NH:20][CH2:21][C:22]4[C:23](=[O:30])[NH:24][C:25]([CH3:29])=[CH:26][C:27]=4[CH3:28])=[O:19])[C:9]=3[CH:8]=[N:7]2)[CH2:2][CH2:3][CH2:4][CH2:5]1. (3) Given the reactants [Cl:1][C:2]1[CH:13]=[C:12]([F:14])[CH:11]=[CH:10][C:3]=1[CH2:4][CH:5]([C:8]#[N:9])[C:6]#[N:7].[H-].[Na+].Br[CH2:18][CH2:19][C:20]([F:23])([F:22])[F:21], predict the reaction product. The product is: [Cl:1][C:2]1[CH:13]=[C:12]([F:14])[CH:11]=[CH:10][C:3]=1[CH2:4][C:5]([CH2:18][CH2:19][C:20]([F:23])([F:22])[F:21])([C:6]#[N:7])[C:8]#[N:9]. (4) Given the reactants [CH3:1][CH2:2][CH2:3][CH2:4][O:5][P:6]([O:13][CH2:14][CH2:15][CH2:16][CH3:17])([O:8][CH2:9][CH2:10][CH2:11][CH3:12])=[O:7].[CH3:18][CH:19]([OH:22])[CH2:20][NH2:21], predict the reaction product. The product is: [CH3:12][CH2:11][CH2:10][CH2:9][O:8][P:6]([O:5][CH2:4][CH2:3][CH2:2][CH3:1])([O:13][CH2:14][CH2:15][CH2:16][CH3:17])=[O:7].[CH3:18][CH:19]([OH:22])[CH2:20][NH2:21]. (5) Given the reactants [CH2:1]1[C:9]2[C:4](=[CH:5][CH:6]=[CH:7][CH:8]=2)[CH2:3][CH:2]1[NH:10][C:11]1[CH:18]=[CH:17][C:14]([CH:15]=O)=[CH:13][N:12]=1.C(O)(=O)[CH2:20][C:21]([OH:23])=[O:22].N1CCCCC1, predict the reaction product. The product is: [CH2:1]1[C:9]2[C:4](=[CH:5][CH:6]=[CH:7][CH:8]=2)[CH2:3][CH:2]1[NH:10][C:11]1[N:12]=[CH:13][C:14](/[CH:15]=[CH:20]/[C:21]([OH:23])=[O:22])=[CH:17][CH:18]=1. (6) Given the reactants [CH:1]1[CH:6]=[C:5]2[C:7]([C:9]([OH:13])(O)[C:10](=[O:11])[C:4]2=[CH:3][CH:2]=1)=[O:8].[C:14]1([OH:20])[CH:19]=[CH:18][CH:17]=[CH:16][CH:15]=1, predict the reaction product. The product is: [OH:13][C:9]1([C:15]2[CH:16]=[CH:17][CH:18]=[CH:19][C:14]=2[OH:20])[C:10](=[O:11])[C:4]2[C:5](=[CH:6][CH:1]=[CH:2][CH:3]=2)[C:7]1=[O:8]. (7) Given the reactants [OH:1][C:2]1[CH:7]=[CH:6][C:5]([CH2:8][C:9]([O:11][C:12]([CH3:15])([CH3:14])[CH3:13])=[O:10])=[CH:4][CH:3]=1.C([O-])([O-])=O.[K+].[K+].[Cl:22][C:23]1[CH:40]=[CH:39][C:26]([CH2:27][CH2:28][NH:29][C:30](=[O:38])[C:31]2[CH:36]=[CH:35][C:34](F)=[CH:33][CH:32]=2)=[CH:25][CH:24]=1, predict the reaction product. The product is: [Cl:22][C:23]1[CH:24]=[CH:25][C:26]([CH2:27][CH2:28][NH:29][C:30]([C:31]2[CH:32]=[CH:33][C:34]([O:1][C:2]3[CH:3]=[CH:4][C:5]([CH2:8][C:9]([O:11][C:12]([CH3:15])([CH3:14])[CH3:13])=[O:10])=[CH:6][CH:7]=3)=[CH:35][CH:36]=2)=[O:38])=[CH:39][CH:40]=1.